This data is from Forward reaction prediction with 1.9M reactions from USPTO patents (1976-2016). The task is: Predict the product of the given reaction. (1) Given the reactants Cl[C:2]1[N:7]=[N:6][C:5]([N:8]2[CH2:13][CH2:12][N:11]([C:14]([C:16]3[CH:21]=[CH:20][CH:19]=[CH:18][C:17]=3[C:22]([F:25])([F:24])[F:23])=[O:15])[CH2:10][CH2:9]2)=[CH:4][CH:3]=1.[CH3:26][NH:27][CH2:28][CH2:29][C:30]1[CH:35]=[CH:34][CH:33]=[CH:32][CH:31]=1.[Cl-].[NH4+].C(=O)([O-])[O-].[K+].[K+], predict the reaction product. The product is: [CH3:26][N:27]([CH2:28][CH2:29][C:30]1[CH:35]=[CH:34][CH:33]=[CH:32][CH:31]=1)[C:2]1[N:7]=[N:6][C:5]([N:8]2[CH2:13][CH2:12][N:11]([C:14]([C:16]3[CH:21]=[CH:20][CH:19]=[CH:18][C:17]=3[C:22]([F:25])([F:24])[F:23])=[O:15])[CH2:10][CH2:9]2)=[CH:4][CH:3]=1. (2) Given the reactants [I:1][C:2]1[CH:3]=[N:4][NH:5][CH:6]=1.C([O-])([O-])=O.[K+].[K+].Br[CH:14]1[CH2:18][CH2:17][CH2:16][CH2:15]1, predict the reaction product. The product is: [CH:14]1([N:4]2[CH:3]=[C:2]([I:1])[CH:6]=[N:5]2)[CH2:18][CH2:17][CH2:16][CH2:15]1. (3) Given the reactants S(=O)(=O)(O)O.[CH3:6][N:7]1[C:15]2[C:10](=[C:11]([O:25]COCC[Si](C)(C)C)[CH:12]=[C:13]([CH2:16][C:17]3[C:18]([NH2:24])=[N:19][C:20]([NH2:23])=[N:21][CH:22]=3)[CH:14]=2)[CH:9]=[CH:8]1, predict the reaction product. The product is: [NH2:23][C:20]1[N:19]=[C:18]([NH2:24])[C:17]([CH2:16][C:13]2[CH:12]=[C:11]([OH:25])[C:10]3[CH:9]=[CH:8][N:7]([CH3:6])[C:15]=3[CH:14]=2)=[CH:22][N:21]=1. (4) Given the reactants CN(C(ON1N=NC2C=CC=NC1=2)=[N+](C)C)C.F[P-](F)(F)(F)(F)F.[C:25]([N:28]1[CH2:33][CH2:32][O:31][CH:30]([C:34]([OH:36])=O)[CH2:29]1)(=[O:27])[CH3:26].CCN(C(C)C)C(C)C.[NH:46]1[C:54]2[C:49](=[C:50]([C:55]3[CH:56]=[C:57]([NH2:64])[C:58]4[CH:59]=[N:60][NH:61][C:62]=4[CH:63]=3)[CH:51]=[CH:52][CH:53]=2)[CH:48]=[CH:47]1, predict the reaction product. The product is: [C:25]([N:28]1[CH2:33][CH2:32][O:31][CH:30]([C:34]([NH:64][C:57]2[CH:56]=[C:55]([C:50]3[CH:51]=[CH:52][CH:53]=[C:54]4[C:49]=3[CH:48]=[CH:47][NH:46]4)[CH:63]=[C:62]3[C:58]=2[CH:59]=[N:60][NH:61]3)=[O:36])[CH2:29]1)(=[O:27])[CH3:26]. (5) Given the reactants [Li+].[OH-].[CH3:3][C:4]1[S:5][CH:6]=[C:7]([C:9]2[S:13][C:12]([C:14]([O:16]C)=[O:15])=[CH:11][CH:10]=2)[N:8]=1.Cl, predict the reaction product. The product is: [CH3:3][C:4]1[S:5][CH:6]=[C:7]([C:9]2[S:13][C:12]([C:14]([OH:16])=[O:15])=[CH:11][CH:10]=2)[N:8]=1.